From a dataset of Full USPTO retrosynthesis dataset with 1.9M reactions from patents (1976-2016). Predict the reactants needed to synthesize the given product. (1) Given the product [Br:31][C:32]1[CH:39]=[CH:38][C:37]([F:40])=[CH:36][C:33]=1[CH2:34][N:9]1[C:10](=[O:23])[C:11]([C:14]([NH:16][CH2:17][C:18]([OH:20])=[O:19])=[O:15])=[C:12]([OH:13])[N:7]([CH:1]2[CH2:2][CH2:3][CH2:4][CH2:5][CH2:6]2)[C:8]1=[O:24], predict the reactants needed to synthesize it. The reactants are: [CH:1]1([N:7]2[C:12]([OH:13])=[C:11]([C:14]([NH:16][CH2:17][C:18]([O:20]CC)=[O:19])=[O:15])[C:10](=[O:23])[NH:9][C:8]2=[O:24])[CH2:6][CH2:5][CH2:4][CH2:3][CH2:2]1.C(=O)([O-])[O-].[K+].[K+].[Br:31][C:32]1[CH:39]=[CH:38][C:37]([F:40])=[CH:36][C:33]=1[CH2:34]Br.Cl. (2) The reactants are: [NH2:1][C:2]1[CH:3]=[CH:4][C:5]([CH3:21])=[C:6]([C:8]2[CH:13]=[CH:12][C:11]([C:14]([NH:16][CH2:17][CH:18]3[CH2:20][CH2:19]3)=[O:15])=[CH:10][CH:9]=2)[CH:7]=1.[N:22]1[CH:27]=[CH:26][CH:25]=[C:24]([C:28]2[S:29][CH:30]=[C:31]([C:33](O)=[O:34])[N:32]=2)[CH:23]=1. Given the product [CH:18]1([CH2:17][NH:16][C:14]([C:11]2[CH:12]=[CH:13][C:8]([C:6]3[C:5]([CH3:21])=[CH:4][CH:3]=[C:2]([NH:1][C:33]([C:31]4[N:32]=[C:28]([C:24]5[CH:23]=[N:22][CH:27]=[CH:26][CH:25]=5)[S:29][CH:30]=4)=[O:34])[CH:7]=3)=[CH:9][CH:10]=2)=[O:15])[CH2:20][CH2:19]1, predict the reactants needed to synthesize it.